This data is from Reaction yield outcomes from USPTO patents with 853,638 reactions. The task is: Predict the reaction yield, written as a fraction of the theoretical maximum amount of product (1.0 means a 100% yield; for example, 0.34 means a 34% yield). (1) The reactants are [Br:1][CH2:2][CH2:3][CH2:4][CH2:5][CH2:6][CH2:7][CH2:8][CH2:9][CH2:10][OH:11].C(=O)(O)[O-].[Na+].[Br-].[K+].S(=O)(O)[O-].[Na+]. The catalyst is O.ClCCl. The product is [Br:1][CH2:2][CH2:3][CH2:4][CH2:5][CH2:6][CH2:7][CH2:8][CH2:9][CH:10]=[O:11]. The yield is 0.940. (2) The reactants are [C:1]1([C:15]2[CH:20]=[CH:19][CH:18]=[CH:17][CH:16]=2)[CH:6]=[CH:5][CH:4]=[C:3]([CH:7]([CH2:11][CH:12]([CH3:14])[CH3:13])[C:8](O)=[O:9])[CH:2]=1.[NH2:21][C@@H:22]1[CH2:28][CH2:27][C@@H:26]([CH3:29])[N:25]([S:30]([C:33]2[CH:38]=[CH:37][CH:36]=[CH:35][N:34]=2)(=[O:32])=[O:31])[CH2:24][C@H:23]1[OH:39].CCN=C=NCCCN(C)C.C1C=CC2N(O)N=NC=2C=1.C(N(C(C)C)CC)(C)C. The catalyst is CN(C=O)C.CCOC(C)=O. The product is [CH3:29][C@H:26]1[N:25]([S:30]([C:33]2[CH:38]=[CH:37][CH:36]=[CH:35][N:34]=2)(=[O:32])=[O:31])[CH2:24][C@@H:23]([OH:39])[C@H:22]([NH:21][C:8](=[O:9])[CH:7]([C:3]2[CH:2]=[C:1]([C:15]3[CH:20]=[CH:19][CH:18]=[CH:17][CH:16]=3)[CH:6]=[CH:5][CH:4]=2)[CH2:11][CH:12]([CH3:14])[CH3:13])[CH2:28][CH2:27]1. The yield is 0.620. (3) The reactants are [Cl:1][C:2]1[CH:7]=[CH:6][C:5]([S:8][CH2:9][C:10](=O)[CH2:11][CH3:12])=[CH:4][CH:3]=1.[OH-].[K+]. The catalyst is ClC1C=CC=CC=1. The product is [Cl:1][C:2]1[CH:7]=[CH:6][C:5]2[S:8][CH:9]=[C:10]([CH2:11][CH3:12])[C:4]=2[CH:3]=1. The yield is 0.890. (4) The reactants are [N:1]([C@H:4]1[CH2:9][CH2:8][O:7][CH2:6][C@H:5]1[NH:10][C:11]1[N:20]=[CH:19][C:18]2[C:13](=[CH:14][CH:15]=[C:16]([C:21]3[C:26]([Cl:27])=[C:25]([O:28][CH3:29])[CH:24]=[C:23]([O:30][CH3:31])[C:22]=3[Cl:32])[CH:17]=2)[N:12]=1)=[N+]=[N-]. The catalyst is CO.CCOC(C)=O.[Pd]. The product is [Cl:27][C:26]1[C:25]([O:28][CH3:29])=[CH:24][C:23]([O:30][CH3:31])=[C:22]([Cl:32])[C:21]=1[C:16]1[CH:17]=[C:18]2[C:13](=[CH:14][CH:15]=1)[N:12]=[C:11]([NH:10][C@H:5]1[C@@H:4]([NH2:1])[CH2:9][CH2:8][O:7][CH2:6]1)[N:20]=[CH:19]2. The yield is 1.01. (5) The reactants are [Cl:1][C:2]1[C:7]([F:8])=[CH:6][C:5]([CH2:9][S:10]C)=[CH:4][N:3]=1.[N:12]#[C:13][NH2:14].C(O)(=O)C.C(O)(=O)C.IC1C=CC=CC=1. The catalyst is C1COCC1. The product is [F:8][C:7]1[CH:6]=[C:5]([CH2:9][SH:10]=[N:14][C:13]#[N:12])[CH:4]=[N:3][C:2]=1[Cl:1]. The yield is 0.890. (6) The reactants are [Br:1][C:2]1[CH:8]=[C:7]([CH2:9][CH3:10])[C:5](N)=[C:4]([CH2:11][CH3:12])[CH:3]=1.[I:13]I.C(ON=O)(C)(C)C.[O-]S([O-])=O.[Na+].[Na+]. The catalyst is C(#N)C. The product is [Br:1][C:2]1[CH:8]=[C:7]([CH2:9][CH3:10])[C:5]([I:13])=[C:4]([CH2:11][CH3:12])[CH:3]=1. The yield is 0.130.